Dataset: Forward reaction prediction with 1.9M reactions from USPTO patents (1976-2016). Task: Predict the product of the given reaction. (1) Given the reactants [F:1][C:2]([C:5]1[CH:9]=[C:8]([NH2:10])[N:7]([C:11]2[CH:16]=[CH:15][CH:14]=[CH:13][CH:12]=2)[N:6]=1)([F:4])[CH3:3].C(=O)([O-])[O-].[K+].[K+].Cl[C:24]([O:26][C:27]1[CH:32]=[CH:31][CH:30]=[CH:29][CH:28]=1)=[O:25], predict the reaction product. The product is: [F:1][C:2]([C:5]1[CH:9]=[C:8]([NH:10][C:24](=[O:25])[O:26][C:27]2[CH:32]=[CH:31][CH:30]=[CH:29][CH:28]=2)[N:7]([C:11]2[CH:16]=[CH:15][CH:14]=[CH:13][CH:12]=2)[N:6]=1)([F:4])[CH3:3]. (2) Given the reactants [N+:1]([C:4]1[CH:15]=[CH:14][C:7]2[NH:8][C:9](=[O:13])[CH2:10][CH2:11][CH2:12][C:6]=2[CH:5]=1)([O-:3])=[O:2].[H-].[Na+].[CH3:18]I, predict the reaction product. The product is: [CH3:18][N:8]1[C:9](=[O:13])[CH2:10][CH2:11][CH2:12][C:6]2[CH:5]=[C:4]([N+:1]([O-:3])=[O:2])[CH:15]=[CH:14][C:7]1=2.